This data is from Forward reaction prediction with 1.9M reactions from USPTO patents (1976-2016). The task is: Predict the product of the given reaction. (1) Given the reactants Cl[C:2]([O:4][C:5]1[CH:10]=[CH:9][C:8]([N+:11]([O-:13])=[O:12])=[CH:7][CH:6]=1)=[O:3].[CH2:14]([CH:17]1[CH2:22][CH2:21][N:20](C(OC(C)(C)C)=O)[CH2:19][CH2:18]1)[C:15]#[CH:16], predict the reaction product. The product is: [CH2:14]([CH:17]1[CH2:22][CH2:21][N:20]([C:2]([O:4][C:5]2[CH:10]=[CH:9][C:8]([N+:11]([O-:13])=[O:12])=[CH:7][CH:6]=2)=[O:3])[CH2:19][CH2:18]1)[C:15]#[CH:16]. (2) Given the reactants [O:1]1[C:6]2[CH:7]=[CH:8][CH:9]=[CH:10][C:5]=2[O:4][CH2:3][CH:2]1[C:11](O)=O.CN(C(O[N:22]1N=[N:29][C:24]2[CH:25]=[CH:26][CH:27]=[N:28][C:23]1=2)=[N+](C)C)C.F[P-](F)(F)(F)(F)F.CC[N:40]([CH:44]([CH3:46])C)[CH:41]([CH3:43])C.[CH3:47]N(C=O)C, predict the reaction product. The product is: [O:1]1[CH:2]([C:11]2[NH:22][C:23]3=[N:28][CH:27]=[C:26]([C:47]4[CH:43]=[CH:41][N:40]=[CH:44][CH:46]=4)[CH:25]=[C:24]3[N:29]=2)[CH2:3][O:4][C:5]2[CH:10]=[CH:9][CH:8]=[CH:7][C:6]1=2. (3) The product is: [CH3:20][O:19][C:17](=[O:18])[CH2:16][S:15][CH2:7][C:4]1[CH:5]=[CH:6][CH:1]=[CH:2][CH:3]=1. Given the reactants [CH:1]1[CH:6]=[CH:5][C:4]([CH2:7]Br)=[CH:3][CH:2]=1.C([O-])([O-])=O.[K+].[K+].[SH:15][CH2:16][C:17]([O:19][CH3:20])=[O:18].O, predict the reaction product. (4) Given the reactants [Li+].[OH-].[NH:3]([C:7]1[CH:8]=[C:9]([CH:30]=[CH:31][CH:32]=1)[C:10]([NH:12][CH2:13][C:14]([NH:16][CH:17]([C:24]1[CH:29]=[CH:28][CH:27]=[CH:26][CH:25]=1)[CH2:18][C:19]([O:21]CC)=[O:20])=[O:15])=[O:11])[C:4]([NH2:6])=[NH:5].[F:33][C:34]([F:39])([F:38])[C:35]([OH:37])=[O:36], predict the reaction product. The product is: [F:33][C:34]([F:39])([F:38])[C:35]([OH:37])=[O:36].[NH:3]([C:7]1[CH:8]=[C:9]([CH:30]=[CH:31][CH:32]=1)[C:10]([NH:12][CH2:13][C:14]([NH:16][CH:17]([C:24]1[CH:25]=[CH:26][CH:27]=[CH:28][CH:29]=1)[CH2:18][C:19]([OH:21])=[O:20])=[O:15])=[O:11])[C:4]([NH2:6])=[NH:5]. (5) Given the reactants [CH3:1][O:2][C:3]1[CH:12]=[C:11]2[C:6]([CH2:7][CH2:8][CH2:9][CH:10]2[C:13]([OH:15])=O)=[CH:5][CH:4]=1.[CH2:16]([C:18]1[N:23]=[CH:22][C:21]([CH2:24][NH:25][C:26]2[CH:31]=[CH:30][C:29]([CH:32]([CH3:34])[CH3:33])=[CH:28][CH:27]=2)=[CH:20][CH:19]=1)[CH3:17], predict the reaction product. The product is: [CH2:16]([C:18]1[N:23]=[CH:22][C:21]([CH2:24][N:25]([C:26]2[CH:27]=[CH:28][C:29]([CH:32]([CH3:33])[CH3:34])=[CH:30][CH:31]=2)[C:13]([CH:10]2[C:11]3[C:6](=[CH:5][CH:4]=[C:3]([O:2][CH3:1])[CH:12]=3)[CH2:7][CH2:8][CH2:9]2)=[O:15])=[CH:20][CH:19]=1)[CH3:17]. (6) The product is: [C:13]([O:17][C:18](=[O:42])[C:19]1[CH:24]=[C:23]([O:25][CH2:26][C:27]2[CH:32]=[CH:31][CH:30]=[CH:29][CH:28]=2)[C:22]([CH2:5][CH:3]=[CH2:4])=[C:21]([O:34][CH2:35][C:36]2[CH:41]=[CH:40][CH:39]=[CH:38][CH:37]=2)[CH:20]=1)([CH3:16])([CH3:15])[CH3:14]. Given the reactants II.[CH:3]([Mg]Br)([CH3:5])[CH3:4].[Li]CCCC.[C:13]([O:17][C:18](=[O:42])[C:19]1[CH:24]=[C:23]([O:25][CH2:26][C:27]2[CH:32]=[CH:31][CH:30]=[CH:29][CH:28]=2)[C:22](Br)=[C:21]([O:34][CH2:35][C:36]2[CH:41]=[CH:40][CH:39]=[CH:38][CH:37]=2)[CH:20]=1)([CH3:16])([CH3:15])[CH3:14].C([Cu])#N.[Li+].[Cl-].C(Br)C=C, predict the reaction product. (7) Given the reactants [F:1][C:2]1([F:19])[CH2:6][CH2:5][C@@H:4]([C@@:7]([OH:18])([C:11]2[CH:16]=[CH:15][C:14]([Br:17])=[CH:13][CH:12]=2)[C:8]([OH:10])=[O:9])[CH2:3]1.O[C@H:21]1[CH2:25][CH2:24][N:23](C(OC(C)(C)C)=O)[CH2:22]1, predict the reaction product. The product is: [F:19][C:2]1([F:1])[CH2:6][CH2:5][C@@H:4]([C@@:7]([OH:18])([C:11]2[CH:12]=[CH:13][C:14]([Br:17])=[CH:15][CH:16]=2)[C:8]([O:10][C@H:21]2[CH2:25][CH2:24][NH:23][CH2:22]2)=[O:9])[CH2:3]1.